From a dataset of NCI-60 drug combinations with 297,098 pairs across 59 cell lines. Regression. Given two drug SMILES strings and cell line genomic features, predict the synergy score measuring deviation from expected non-interaction effect. (1) Drug 1: C1CC(=O)NC(=O)C1N2CC3=C(C2=O)C=CC=C3N. Drug 2: C1=CN(C(=O)N=C1N)C2C(C(C(O2)CO)O)O.Cl. Cell line: SK-OV-3. Synergy scores: CSS=9.08, Synergy_ZIP=-5.90, Synergy_Bliss=-2.51, Synergy_Loewe=-1.44, Synergy_HSA=-1.10. (2) Cell line: EKVX. Drug 1: COC1=CC(=CC(=C1O)OC)C2C3C(COC3=O)C(C4=CC5=C(C=C24)OCO5)OC6C(C(C7C(O6)COC(O7)C8=CC=CS8)O)O. Synergy scores: CSS=24.3, Synergy_ZIP=2.33, Synergy_Bliss=4.83, Synergy_Loewe=6.52, Synergy_HSA=7.50. Drug 2: CC1=C(C(=CC=C1)Cl)NC(=O)C2=CN=C(S2)NC3=CC(=NC(=N3)C)N4CCN(CC4)CCO. (3) Drug 1: C1CC(=O)NC(=O)C1N2CC3=C(C2=O)C=CC=C3N. Drug 2: C#CCC(CC1=CN=C2C(=N1)C(=NC(=N2)N)N)C3=CC=C(C=C3)C(=O)NC(CCC(=O)O)C(=O)O. Cell line: HCT116. Synergy scores: CSS=2.89, Synergy_ZIP=-8.54, Synergy_Bliss=-16.0, Synergy_Loewe=-15.7, Synergy_HSA=-15.6. (4) Synergy scores: CSS=-3.62, Synergy_ZIP=-1.26, Synergy_Bliss=-1.70, Synergy_Loewe=-17.8, Synergy_HSA=-5.49. Drug 2: C1CC(=O)NC(=O)C1N2CC3=C(C2=O)C=CC=C3N. Cell line: MOLT-4. Drug 1: CN1CCC(CC1)COC2=C(C=C3C(=C2)N=CN=C3NC4=C(C=C(C=C4)Br)F)OC.